This data is from Full USPTO retrosynthesis dataset with 1.9M reactions from patents (1976-2016). The task is: Predict the reactants needed to synthesize the given product. (1) Given the product [Cl:1][C:2]1[CH:3]=[C:4]2[C:9](=[CH:10][CH:11]=1)[N:8]=[CH:7][CH:6]=[C:5]2[CH2:12][N:13]1[C:21]([C:22]2[N:26]([CH3:27])[CH:25]=[C:24]([C:28]([NH:41][O:39][CH3:40])=[O:30])[CH:23]=2)=[C:20]2[C:15]([N:16]([CH2:34][CH:35]([CH3:36])[CH3:37])[C:17](=[O:33])[N:18]([CH3:32])[C:19]2=[O:31])=[N:14]1, predict the reactants needed to synthesize it. The reactants are: [Cl:1][C:2]1[CH:3]=[C:4]2[C:9](=[CH:10][CH:11]=1)[N:8]=[CH:7][CH:6]=[C:5]2[CH2:12][N:13]1[C:21]([C:22]2[N:26]([CH3:27])[CH:25]=[C:24]([C:28]([OH:30])=O)[CH:23]=2)=[C:20]2[C:15]([N:16]([CH2:34][CH:35]([CH3:37])[CH3:36])[C:17](=[O:33])[N:18]([CH3:32])[C:19]2=[O:31])=[N:14]1.Cl.[O:39]([NH2:41])[CH3:40].C(P(=O)(OCC)OCC)#N. (2) The reactants are: [CH3:1][C:2]1[C:8]([CH3:9])=[CH:7][CH:6]=[CH:5][C:3]=1[NH2:4].CCN(CC)CC.[C:17](Cl)(=[O:19])[CH3:18].Cl. Given the product [CH3:9][C:8]1[CH:7]=[CH:6][CH:5]=[C:3]([NH:4][C:17]([CH3:18])=[O:19])[C:2]=1[CH3:1], predict the reactants needed to synthesize it. (3) Given the product [NH2:1][C:2]1[N:7]([C:8]2[C:9]([F:26])=[CH:10][C:11]([O:15][CH:16]3[CH2:25][CH2:24][C:19](=[O:20])[CH2:18][CH2:17]3)=[CH:12][C:13]=2[F:14])[C:6](=[O:27])[CH:5]=[CH:4][C:3]=1[C:28](=[O:36])[C:29]1[CH:34]=[CH:33][C:32]([F:35])=[CH:31][CH:30]=1, predict the reactants needed to synthesize it. The reactants are: [NH2:1][C:2]1[N:7]([C:8]2[C:13]([F:14])=[CH:12][C:11]([O:15][CH:16]3[CH2:25][CH2:24][C:19]4(OCC[O:20]4)[CH2:18][CH2:17]3)=[CH:10][C:9]=2[F:26])[C:6](=[O:27])[CH:5]=[CH:4][C:3]=1[C:28](=[O:36])[C:29]1[CH:34]=[CH:33][C:32]([F:35])=[CH:31][CH:30]=1.Cl. (4) Given the product [CH3:33][S:30]([NH:29][C:27]([C:25]1[N:26]=[C:22]([C:9]2[CH:10]=[N:11][N:12]([C:14]3[CH:15]=[N:16][CH:17]=[CH:18][CH:19]=3)[CH:13]=2)[S:23][CH:24]=1)=[O:28])(=[O:31])=[O:32], predict the reactants needed to synthesize it. The reactants are: CC1(C)C(C)(C)OB([C:9]2[CH:10]=[N:11][N:12]([C:14]3[CH:15]=[N:16][CH:17]=[CH:18][CH:19]=3)[CH:13]=2)O1.Br[C:22]1[S:23][CH:24]=[C:25]([C:27]([NH:29][S:30]([CH3:33])(=[O:32])=[O:31])=[O:28])[N:26]=1. (5) Given the product [CH2:10]([O:9][C:7](=[O:8])[N:2]([CH2:3][C:4]([N:39]([O:40][CH3:41])[CH3:38])=[O:6])[CH3:1])[C:11]1[CH:16]=[CH:15][CH:14]=[CH:13][CH:12]=1, predict the reactants needed to synthesize it. The reactants are: [CH3:1][N:2]([C:7]([O:9][CH2:10][C:11]1[CH:16]=[CH:15][CH:14]=[CH:13][CH:12]=1)=[O:8])[CH2:3][C:4]([OH:6])=O.C(N(C(C)C)CC)(C)C.O.ON1C2C=CC=CC=2N=N1.Cl.[CH3:38][NH:39][O:40][CH3:41].Cl.C(N=C=NCCCN(C)C)C.C(=O)([O-])O.[Na+]. (6) The reactants are: [CH2:1]([O:3][P:4]([CH2:9][CH2:10][C:11]1[CH:16]=[C:15]([CH2:17][C:18]2[CH:23]=[CH:22][C:21]([CH2:24][CH3:25])=[CH:20][CH:19]=2)[CH:14]=[CH:13][C:12]=1[O:26]CC1C=CC=CC=1)(=[O:8])[O:5][CH2:6][CH3:7])[CH3:2]. Given the product [CH2:6]([O:5][P:4]([CH2:9][CH2:10][C:11]1[CH:16]=[C:15]([CH2:17][C:18]2[CH:19]=[CH:20][C:21]([CH2:24][CH3:25])=[CH:22][CH:23]=2)[CH:14]=[CH:13][C:12]=1[OH:26])(=[O:8])[O:3][CH2:1][CH3:2])[CH3:7], predict the reactants needed to synthesize it. (7) The reactants are: [NH2:1][C@@H:2]1[CH2:7][C@@H:6]([C:8]([N:10]([CH3:12])[CH3:11])=[O:9])[CH2:5][CH2:4][C@@H:3]1[NH:13][C:14](=[O:25])[C:15]([NH:17][C:18]1[CH:23]=[CH:22][C:21]([Cl:24])=[CH:20][N:19]=1)=[O:16].O.ON1C2C=CC=CC=2N=N1.Cl.[CH3:38][N:39]1[CH2:44][CH2:43][C:42]2[N:45]=[C:46]([C:48](O)=[O:49])[S:47][C:41]=2[CH2:40]1.Cl.CN(C)CCCN=C=NCC. Given the product [Cl:24][C:21]1[CH:22]=[CH:23][C:18]([NH:17][C:15](=[O:16])[C:14]([NH:13][C@H:3]2[CH2:4][CH2:5][C@H:6]([C:8]([N:10]([CH3:12])[CH3:11])=[O:9])[CH2:7][C@H:2]2[NH:1][C:48]([C:46]2[S:47][C:41]3[CH2:40][N:39]([CH3:38])[CH2:44][CH2:43][C:42]=3[N:45]=2)=[O:49])=[O:25])=[N:19][CH:20]=1, predict the reactants needed to synthesize it.